Dataset: Reaction yield outcomes from USPTO patents with 853,638 reactions. Task: Predict the reaction yield, written as a fraction of the theoretical maximum amount of product (1.0 means a 100% yield; for example, 0.34 means a 34% yield). (1) The reactants are [CH3:1][NH:2][C:3]([NH:5][C:6]([N:8]1[CH:14]([CH3:15])[CH2:13][C:12]2[CH:16]=[C:17]3[O:22][CH2:21][O:20][C:18]3=[CH:19][C:11]=2[C:10]([C:23]2[CH:28]=[CH:27][C:26]([N+:29]([O-:31])=[O:30])=[CH:25][CH:24]=2)=[N:9]1)=[S:7])=[O:4].BrBr.CO. The catalyst is C(Cl)(Cl)Cl. The product is [CH3:15][CH:14]1[CH2:13][C:12]2[CH:16]=[C:17]3[O:22][CH2:21][O:20][C:18]3=[CH:19][C:11]=2[C:10]([C:23]2[CH:28]=[CH:27][C:26]([N+:29]([O-:31])=[O:30])=[CH:25][CH:24]=2)=[N:9][N:8]1[C:6]1[S:7][N:2]([CH3:1])[C:3](=[O:4])[N:5]=1. The yield is 0.820. (2) The reactants are [O:1]1[CH:5]=[N:4][N:3]=[C:2]1[C:6]1[CH:11]=[CH:10][C:9]([N:12]2[C:16]([C:17]([O:19]CC)=[O:18])=[CH:15][C:14]([C:22]([CH3:25])([CH3:24])[CH3:23])=[N:13]2)=[CH:8][CH:7]=1.C1COCC1.[OH-].[Li+].Cl. The catalyst is O.CO. The product is [O:1]1[CH:5]=[N:4][N:3]=[C:2]1[C:6]1[CH:11]=[CH:10][C:9]([N:12]2[C:16]([C:17]([OH:19])=[O:18])=[CH:15][C:14]([C:22]([CH3:25])([CH3:24])[CH3:23])=[N:13]2)=[CH:8][CH:7]=1. The yield is 0.880. (3) The reactants are O1[C:5]2([CH2:10][CH2:9][CH:8]([N:11]3[C:16](=[O:17])[C:15]([CH2:18][C:19]4[CH:24]=[CH:23][C:22]([C:25]5[C:26]([C:31]#[N:32])=[CH:27][CH:28]=[CH:29][CH:30]=5)=[CH:21][C:20]=4[F:33])=[C:14]([CH2:34][CH2:35][CH3:36])[N:13]4[N:37]=[CH:38][CH:39]=[C:12]34)[CH2:7][CH2:6]2)[O:4]CC1.Cl.[OH-].[Na+]. The catalyst is O1CCCC1.C(OCC)(=O)C. The product is [F:33][C:20]1[CH:21]=[C:22]([C:25]2[C:26]([C:31]#[N:32])=[CH:27][CH:28]=[CH:29][CH:30]=2)[CH:23]=[CH:24][C:19]=1[CH2:18][C:15]1[C:16](=[O:17])[N:11]([C@H:8]2[CH2:9][CH2:10][C@H:5]([OH:4])[CH2:6][CH2:7]2)[C:12]2[N:13]([N:37]=[CH:38][CH:39]=2)[C:14]=1[CH2:34][CH2:35][CH3:36]. The yield is 0.910. (4) The reactants are [NH2:1][OH:2].Cl.[CH:4]12[CH2:13][CH:8]3[CH2:9][CH:10]([CH2:12][CH:6]([CH2:7]3)[CH:5]1[NH:14][C:15](=[O:28])[C@H:16]1[CH2:20][C:19](=O)[CH2:18][N:17]1[CH2:22][CH:23]1[CH2:27][CH2:26][CH2:25][CH2:24]1)[CH2:11]2.C([O-])([O-])=O.[K+].[K+]. The catalyst is O.CO. The yield is 0.380. The product is [CH:4]12[CH2:13][CH:8]3[CH2:9][CH:10]([CH2:12][CH:6]([CH2:7]3)[CH:5]1[NH:14][C:15](=[O:28])[C@H:16]1[CH2:20][C:19](=[N:1][OH:2])[CH2:18][N:17]1[CH2:22][CH:23]1[CH2:27][CH2:26][CH2:25][CH2:24]1)[CH2:11]2. (5) The reactants are [CH2:1]([S:3](Cl)(=[O:5])=[O:4])[CH3:2].[Br:7][C:8]1[CH:9]=[C:10]([NH2:19])[CH:11]=[N:12][C:13]=1[O:14][CH2:15][CH:16]1[CH2:18][CH2:17]1.N1C=CC=CC=1.Cl. The catalyst is C(Cl)Cl. The product is [Br:7][C:8]1[CH:9]=[C:10]([NH:19][S:3]([CH2:1][CH3:2])(=[O:5])=[O:4])[CH:11]=[N:12][C:13]=1[O:14][CH2:15][CH:16]1[CH2:18][CH2:17]1. The yield is 0.880.